Predict the reactants needed to synthesize the given product. From a dataset of Full USPTO retrosynthesis dataset with 1.9M reactions from patents (1976-2016). (1) The reactants are: C([O:8][C:9]1[CH:14]=[C:13]([O:15][CH2:16][CH2:17][O:18][CH3:19])[CH:12]=[CH:11][C:10]=1/[CH:20]=[CH:21]/[C:22]([O:24][CH2:25][CH3:26])=[O:23])C1C=CC=CC=1. Given the product [OH:8][C:9]1[CH:14]=[C:13]([O:15][CH2:16][CH2:17][O:18][CH3:19])[CH:12]=[CH:11][C:10]=1[CH2:20][CH2:21][C:22]([O:24][CH2:25][CH3:26])=[O:23], predict the reactants needed to synthesize it. (2) Given the product [OH:43][CH2:42][C:20]([CH3:50])([CH3:19])[CH2:21][CH2:22][CH2:23][CH2:24][O:25][CH2:26][CH2:27][CH2:28][CH2:29][CH2:30][C:31]([CH3:41])([CH3:40])[CH2:32][OH:33], predict the reactants needed to synthesize it. The reactants are: OCC(C)(C)CCCOCCCCC(C)(C)CO.[CH3:19][C:20]([CH3:50])([CH2:42][O:43]C1CCCCO1)[CH2:21][CH2:22][CH2:23][CH2:24][O:25][CH2:26][CH2:27][CH2:28][CH2:29][CH2:30][C:31]([CH3:41])([CH3:40])[CH2:32][O:33]C1CCCCO1.Cl. (3) Given the product [CH3:39][O:38][C:36]([C:33]1[CH:32]=[N:31][C:30]([O:8][C:6]2[CH:5]=[CH:4][C:3]([CH:9]([CH3:28])[C:10]([OH:15])([C:16]3[CH:17]=[CH:18][C:19]4[O:24][CH2:23][C:22](=[O:25])[N:21]([CH3:26])[C:20]=4[CH:27]=3)[C:11]([F:12])([F:13])[F:14])=[C:2]([Cl:1])[CH:7]=2)=[N:35][CH:34]=1)=[O:37], predict the reactants needed to synthesize it. The reactants are: [Cl:1][C:2]1[CH:7]=[C:6]([OH:8])[CH:5]=[CH:4][C:3]=1[CH:9]([CH3:28])[C:10]([C:16]1[CH:17]=[CH:18][C:19]2[O:24][CH2:23][C:22](=[O:25])[N:21]([CH3:26])[C:20]=2[CH:27]=1)([OH:15])[C:11]([F:14])([F:13])[F:12].Cl[C:30]1[N:35]=[CH:34][C:33]([C:36]([O:38][CH3:39])=[O:37])=[CH:32][N:31]=1.C1N2CCN(CC2)C1. (4) Given the product [CH3:1][C:2]1[CH:3]=[C:4]([CH:7]=[CH:8][C:9]=1[N+:10]([O-:12])=[O:11])[CH2:5][N:21]1[CH:22]=[C:23]([C:24]([F:30])([F:29])[C:25]([F:28])([F:27])[F:26])[C:19]([C:14]([F:13])([F:31])[C:15]([F:16])([F:17])[F:18])=[N:20]1, predict the reactants needed to synthesize it. The reactants are: [CH3:1][C:2]1[CH:3]=[C:4]([CH:7]=[CH:8][C:9]=1[N+:10]([O-:12])=[O:11])[CH2:5]Cl.[F:13][C:14]([F:31])([C:19]1[C:23]([C:24]([F:30])([F:29])[C:25]([F:28])([F:27])[F:26])=[CH:22][NH:21][N:20]=1)[C:15]([F:18])([F:17])[F:16].C(=O)([O-])[O-].[K+].[K+].O. (5) Given the product [CH:17]([S:19][C:2]1[CH:11]=[CH:10][C:5]([C:6]([O:8][CH3:9])=[O:7])=[C:4]([OH:12])[CH:3]=1)([CH3:18])[CH3:16], predict the reactants needed to synthesize it. The reactants are: F[C:2]1[CH:11]=[CH:10][C:5]([C:6]([O:8][CH3:9])=[O:7])=[C:4]([O:12]COC)[CH:3]=1.[CH3:16][CH:17]([S-:19])[CH3:18].[K+].